Task: Predict the reaction yield, written as a fraction of the theoretical maximum amount of product (1.0 means a 100% yield; for example, 0.34 means a 34% yield).. Dataset: Reaction yield outcomes from USPTO patents with 853,638 reactions (1) The reactants are Cl[CH2:2][C:3]1[N:4]=[C:5]([NH:8][C:9](=[O:13])[O:10][CH2:11][CH3:12])[S:6][CH:7]=1.[O:14]1CCOCC1. The catalyst is O. The product is [OH:14][CH2:2][C:3]1[N:4]=[C:5]([NH:8][C:9](=[O:13])[O:10][CH2:11][CH3:12])[S:6][CH:7]=1. The yield is 0.982. (2) The reactants are C1(S([C:10]2[CH:15]=[CH:14][CH:13]=[C:12]([S:16]([C:19]3[CH:24]=[CH:23][CH:22]=[CH:21][CH:20]=3)(=[O:18])=[O:17])[N:11]=2)(=O)=O)C=CC=CC=1.[C:25]1([Mg]Br)[CH:30]=[CH:29][CH:28]=[CH:27][CH:26]=1. The catalyst is C1COCC1. The product is [C:25]1([C:10]2[CH:15]=[CH:14][CH:13]=[C:12]([S:16]([C:19]3[CH:20]=[CH:21][CH:22]=[CH:23][CH:24]=3)(=[O:17])=[O:18])[N:11]=2)[CH:30]=[CH:29][CH:28]=[CH:27][CH:26]=1. The yield is 0.800.